From a dataset of Catalyst prediction with 721,799 reactions and 888 catalyst types from USPTO. Predict which catalyst facilitates the given reaction. (1) Reactant: FC1C=CC(F)=C[C:3]=1[CH2:4][P:5](=[O:12])([O:9][CH2:10][CH3:11])[O:6][CH2:7][CH3:8].BrCC1[N:25]=[C:24]([Cl:26])[CH:23]=[CH:22][N:21]=1.O.C(O)(C(F)(F)F)=O. Product: [Cl:26][C:24]1[CH:23]=[CH:22][N:21]=[C:3]([CH2:4][P:5](=[O:12])([O:6][CH2:7][CH3:8])[O:9][CH2:10][CH3:11])[N:25]=1. The catalyst class is: 23. (2) Reactant: Br[C:2]1[C:7]([F:8])=[C:6]([Cl:9])[CH:5]=[CH:4][C:3]=1[NH:10][C:11](=[O:16])[C:12]([F:15])([F:14])[F:13].FC(F)(F)C(OC(=O)C(F)(F)F)=O.C(=O)([O-])[O-].[Na+].[Na+].ClC1C=CC(N)=CC=1F. Product: [Cl:9][C:6]1[CH:5]=[CH:4][C:3]([NH:10][C:11](=[O:16])[C:12]([F:14])([F:15])[F:13])=[CH:2][C:7]=1[F:8]. The catalyst class is: 788. (3) Reactant: [Al].[CH2:2](Br)[C:3]#[CH:4].[O:6]1[CH2:11][CH2:10][CH2:9][O:8][CH:7]1[C:12]1[CH:13]=[C:14]([C:18]([CH3:27])([CH3:26])[CH2:19][C:20](=[O:25])[C:21]([F:24])([F:23])[F:22])[CH:15]=[CH:16][CH:17]=1. Product: [O:6]1[CH2:11][CH2:10][CH2:9][O:8][CH:7]1[C:12]1[CH:13]=[C:14]([C:18]([CH3:27])([CH3:26])[CH2:19][C:20]([C:21]([F:23])([F:24])[F:22])([OH:25])[CH2:4][C:3]#[CH:2])[CH:15]=[CH:16][CH:17]=1. The catalyst class is: 165. (4) The catalyst class is: 12. Reactant: [CH3:1][N:2]1[CH2:7][CH2:6][CH:5]([O:8][C:9]([C:11]2[CH:12]=[C:13]([CH:39]=[CH:40][CH:41]=2)[CH2:14][N:15]2[C:19](=[O:20])[C:18]3([CH2:25][CH2:24][N:23](C(OC(C)(C)C)=O)[CH2:22][CH2:21]3)[N:17]([C:33]3[CH:38]=[CH:37][CH:36]=[CH:35][CH:34]=3)[CH2:16]2)=[O:10])[CH2:4][CH2:3]1.Cl. Product: [O:20]=[C:19]1[C:18]2([CH2:25][CH2:24][NH:23][CH2:22][CH2:21]2)[N:17]([C:33]2[CH:34]=[CH:35][CH:36]=[CH:37][CH:38]=2)[CH2:16][N:15]1[CH2:14][C:13]1[CH:12]=[C:11]([CH:41]=[CH:40][CH:39]=1)[C:9]([O:8][CH:5]1[CH2:4][CH2:3][N:2]([CH3:1])[CH2:7][CH2:6]1)=[O:10]. (5) Reactant: [Si]([O:8][CH2:9][C@@H:10]([CH3:23])[CH2:11][N:12]1[C:17]2[CH:18]=[CH:19][CH:20]=[CH:21][C:16]=2[O:15][CH2:14][C:13]1=[O:22])(C(C)(C)C)(C)C.CCCC[N+](CCCC)(CCCC)CCCC.[F-]. Product: [OH:8][CH2:9][C@@H:10]([CH3:23])[CH2:11][N:12]1[C:17]2[CH:18]=[CH:19][CH:20]=[CH:21][C:16]=2[O:15][CH2:14][C:13]1=[O:22]. The catalyst class is: 1.